Task: Predict which catalyst facilitates the given reaction.. Dataset: Catalyst prediction with 721,799 reactions and 888 catalyst types from USPTO (1) The catalyst class is: 66. Product: [C:15]([C:3]1[C:4]2[C:9](=[CH:8][CH:7]=[CH:6][CH:5]=2)[NH:1][CH:2]=1)#[N:14]. Reactant: [NH:1]1[C:9]2[C:4](=[CH:5][CH:6]=[CH:7][CH:8]=2)[CH:3]=[CH:2]1.ClS([N:14]=[C:15]=O)(=O)=O. (2) Reactant: [H-].[Na+].[F:3][C:4]([F:22])([F:21])[C:5]1[CH:6]=[C:7]([CH:15]2[O:19][C:18](=[O:20])[NH:17][CH2:16]2)[CH:8]=[C:9]([C:11]([F:14])([F:13])[F:12])[CH:10]=1.Br[CH2:24][C:25]1[CH:30]=[C:29]([C:31]([F:34])([F:33])[F:32])[CH:28]=[CH:27][C:26]=1[I:35]. Product: [F:22][C:4]([F:3])([F:21])[C:5]1[CH:6]=[C:7]([CH:15]2[O:19][C:18](=[O:20])[N:17]([CH2:24][C:25]3[CH:30]=[C:29]([C:31]([F:32])([F:34])[F:33])[CH:28]=[CH:27][C:26]=3[I:35])[CH2:16]2)[CH:8]=[C:9]([C:11]([F:12])([F:13])[F:14])[CH:10]=1. The catalyst class is: 1. (3) Reactant: [F:1][C:2]1[CH:3]=[C:4]([OH:9])[CH:5]=[C:6]([F:8])[CH:7]=1.C(=O)([O-])[O-].[K+].[K+].[CH2:16](OS(OCC)(=O)=O)[CH3:17].O. Product: [CH2:16]([O:9][C:4]1[CH:3]=[C:2]([F:1])[CH:7]=[C:6]([F:8])[CH:5]=1)[CH3:17]. The catalyst class is: 9. (4) Reactant: [OH:1][B:2]1[C:6]2[CH:7]=[C:8]([OH:12])[CH:9]=[C:10]([CH3:11])[C:5]=2[CH:4]([CH2:13][C:14]([O:16][CH2:17][CH3:18])=[O:15])[O:3]1.C([O-])([O-])=O.[K+].[K+].Cl[CH2:26][C:27]([NH:29][CH3:30])=[O:28]. Product: [OH:1][B:2]1[C:6]2[CH:7]=[C:8]([O:12][CH2:26][C:27]([NH:29][CH3:30])=[O:28])[CH:9]=[C:10]([CH3:11])[C:5]=2[CH:4]([CH2:13][C:14]([O:16][CH2:17][CH3:18])=[O:15])[O:3]1. The catalyst class is: 3. (5) Reactant: [C:1]([O:14][CH2:15][C@@H:16]([O:57][C:58](=[O:70])[CH2:59][CH2:60][CH2:61][CH2:62][CH2:63][CH2:64][CH2:65][CH2:66][CH2:67][CH2:68][CH3:69])[CH2:17][S:18][CH2:19][C@H:20]([NH:39]C(OCC1C2C=CC=CC=2C2C1=CC=CC=2)=O)[C:21]([NH:23][CH2:24][CH2:25][CH2:26][CH2:27][CH2:28][C:29]([O:31][CH2:32][C:33]1[CH:38]=[CH:37][CH:36]=[CH:35][CH:34]=1)=[O:30])=[O:22])(=[O:13])[CH2:2][CH2:3][CH2:4][CH2:5][CH2:6][CH2:7][CH2:8][CH2:9][CH2:10][CH2:11][CH3:12].N1CCCCC1. Product: [C:1]([O:14][CH2:15][C@@H:16]([O:57][C:58](=[O:70])[CH2:59][CH2:60][CH2:61][CH2:62][CH2:63][CH2:64][CH2:65][CH2:66][CH2:67][CH2:68][CH3:69])[CH2:17][S:18][CH2:19][C@H:20]([NH2:39])[C:21]([NH:23][CH2:24][CH2:25][CH2:26][CH2:27][CH2:28][C:29]([O:31][CH2:32][C:33]1[CH:34]=[CH:35][CH:36]=[CH:37][CH:38]=1)=[O:30])=[O:22])(=[O:13])[CH2:2][CH2:3][CH2:4][CH2:5][CH2:6][CH2:7][CH2:8][CH2:9][CH2:10][CH2:11][CH3:12]. The catalyst class is: 10. (6) Reactant: CCOC(/N=N/C(OCC)=O)=O.[CH2:13]([O:20][C@@H:21]1[C@@H:28]([O:29][CH2:30][C:31]2[CH:36]=[CH:35][CH:34]=[CH:33][CH:32]=2)[C@H:27]([O:37][CH2:38][C:39]2[CH:44]=[CH:43][CH:42]=[CH:41][CH:40]=2)[C@@H:26]([CH2:45][OH:46])[O:25][C@@H:22]1[O:23][CH3:24])[C:14]1[CH:19]=[CH:18][CH:17]=[CH:16][CH:15]=1.[Br:47][C:48]1[CH:49]=[C:50](O)[CH:51]=[CH:52][CH:53]=1.C1(P(C2C=CC=CC=2)C2C=CC=CC=2)C=CC=CC=1. Product: [CH2:13]([O:20][C@@H:21]1[C@@H:28]([O:29][CH2:30][C:31]2[CH:32]=[CH:33][CH:34]=[CH:35][CH:36]=2)[C@H:27]([O:37][CH2:38][C:39]2[CH:40]=[CH:41][CH:42]=[CH:43][CH:44]=2)[C@@H:26]([CH2:45][O:46][C:52]2[CH:51]=[CH:50][CH:49]=[C:48]([Br:47])[CH:53]=2)[O:25][C@@H:22]1[O:23][CH3:24])[C:14]1[CH:19]=[CH:18][CH:17]=[CH:16][CH:15]=1. The catalyst class is: 217.